Dataset: Reaction yield outcomes from USPTO patents with 853,638 reactions. Task: Predict the reaction yield, written as a fraction of the theoretical maximum amount of product (1.0 means a 100% yield; for example, 0.34 means a 34% yield). (1) The reactants are [Li+].[OH-].C[O:4][C:5](=[O:35])[CH2:6][O:7][C:8]1[CH:9]=[C:10]2[C:14](=[CH:15][CH:16]=1)[N:13]([CH2:17][CH2:18][C:19]1[S:23][C:22]([C:24]3[CH:29]=[CH:28][C:27]([C:30]([F:33])([F:32])[F:31])=[CH:26][CH:25]=3)=[N:21][C:20]=1[CH3:34])[CH:12]=[CH:11]2. The catalyst is C1COCC1.O. The product is [CH3:34][C:20]1[N:21]=[C:22]([C:24]2[CH:25]=[CH:26][C:27]([C:30]([F:33])([F:31])[F:32])=[CH:28][CH:29]=2)[S:23][C:19]=1[CH2:18][CH2:17][N:13]1[C:14]2[C:10](=[CH:9][C:8]([O:7][CH2:6][C:5]([OH:35])=[O:4])=[CH:16][CH:15]=2)[CH:11]=[CH:12]1. The yield is 0.780. (2) The reactants are [N:1]1[CH:6]=[CH:5][CH:4]=[CH:3][C:2]=1[NH2:7].[N:8]1[CH:13]=[CH:12][C:11]([C:14](=O)[CH2:15][C:16](OCC)=[O:17])=[CH:10][CH:9]=1.[OH-].[Na+]. The catalyst is O. The product is [N:8]1[CH:13]=[CH:12][C:11]([C:14]2[N:7]=[C:2]3[CH:3]=[CH:4][CH:5]=[CH:6][N:1]3[C:16](=[O:17])[CH:15]=2)=[CH:10][CH:9]=1. The yield is 0.160. (3) No catalyst specified. The reactants are [NH2:1][C:2]1[CH:19]=[CH:18][C:5]([O:6][C:7]2[C:12]3[N:13]=[CH:14][C:15](=[O:17])[NH:16][C:11]=3[N:10]=[CH:9][CH:8]=2)=[CH:4][C:3]=1[S:20][CH3:21].[C:22]([C:26]1[CH:30]=[C:29]([N:31]=[C:32]=[O:33])[N:28]([C:34]2[CH:39]=[CH:38][CH:37]=[CH:36][CH:35]=2)[N:27]=1)([CH3:25])([CH3:24])[CH3:23]. The yield is 0.970. The product is [C:22]([C:26]1[CH:30]=[C:29]([NH:31][C:32]([NH:1][C:2]2[CH:19]=[CH:18][C:5]([O:6][C:7]3[C:12]4[N:13]=[CH:14][C:15](=[O:17])[NH:16][C:11]=4[N:10]=[CH:9][CH:8]=3)=[CH:4][C:3]=2[S:20][CH3:21])=[O:33])[N:28]([C:34]2[CH:39]=[CH:38][CH:37]=[CH:36][CH:35]=2)[N:27]=1)([CH3:25])([CH3:23])[CH3:24]. (4) The reactants are Cl[C:2]1[N:7]=[C:6]([CH3:8])[C:5]([CH2:9][C:10]([O:12][CH3:13])=[O:11])=[C:4]([C:14]2[CH:19]=[CH:18][CH:17]=[CH:16][CH:15]=2)[N:3]=1.[NH:20]1[CH2:25][CH2:24][CH2:23][CH2:22][CH2:21]1.[CH2:26]1COCC1. The catalyst is C(=O)([O-])O.[Na+]. The product is [CH3:8][C:6]1[C:5]([CH2:9][C:10]([O:12][CH3:13])=[O:11])=[C:4]([C:14]2[CH:19]=[CH:18][C:17]([CH3:26])=[CH:16][CH:15]=2)[N:3]=[C:2]([N:20]2[CH2:25][CH2:24][CH2:23][CH2:22][CH2:21]2)[N:7]=1. The yield is 0.870. (5) The reactants are [CH2:1]([CH:3]([CH2:8][CH3:9])[CH2:4][C:5]([OH:7])=O)[CH3:2].S(Cl)(Cl)=O.[CH3:14][C:15]1[CH:20]=[C:19]([N:21]2[CH2:26][CH2:25][O:24][CH2:23][CH2:22]2)[CH:18]=[C:17]([CH3:27])[C:16]=1[NH2:28].C(=O)(O)[O-].[Na+].[Cl-].[Na+].O.O. The catalyst is C(#N)C. The product is [CH3:14][C:15]1[CH:20]=[C:19]([N:21]2[CH2:26][CH2:25][O:24][CH2:23][CH2:22]2)[CH:18]=[C:17]([CH3:27])[C:16]=1[NH:28][C:5](=[O:7])[CH2:4][CH:3]([CH2:1][CH3:2])[CH2:8][CH3:9]. The yield is 0.300. (6) The reactants are [CH2:1]([CH:8]1[CH2:15][NH:14][C:13](=[O:16])[C:12]2[CH:17]=[CH:18][CH:19]=[CH:20][C:11]=2[CH2:10][N:9]1[S:21]([C:24]1[CH:29]=[CH:28][CH:27]=[CH:26][C:25]=1[O:30][CH3:31])(=[O:23])=[O:22])[C:2]1[CH:7]=[CH:6][CH:5]=[CH:4][CH:3]=1.[H-].[Na+].[CH3:34]I. The catalyst is CN(C=O)C. The product is [CH2:1]([CH:8]1[CH2:15][N:14]([CH3:34])[C:13](=[O:16])[C:12]2[CH:17]=[CH:18][CH:19]=[CH:20][C:11]=2[CH2:10][N:9]1[S:21]([C:24]1[CH:29]=[CH:28][CH:27]=[CH:26][C:25]=1[O:30][CH3:31])(=[O:23])=[O:22])[C:2]1[CH:3]=[CH:4][CH:5]=[CH:6][CH:7]=1. The yield is 0.890. (7) The reactants are COC[N:4]1[C:8]2[CH:9]=[CH:10][CH:11]=[CH:12][C:7]=2[N:6]=[C:5]1[C:13]([CH:15]1[CH2:18][CH:17]([NH:19][C:20]2[C:25]([N+:26]([O-:28])=[O:27])=[CH:24][CH:23]=[CH:22][N:21]=2)[CH2:16]1)=[O:14].Cl. The catalyst is O1CCCC1. The product is [NH:4]1[C:8]2[CH:9]=[CH:10][CH:11]=[CH:12][C:7]=2[N:6]=[C:5]1[C:13]([CH:15]1[CH2:18][CH:17]([NH:19][C:20]2[C:25]([N+:26]([O-:28])=[O:27])=[CH:24][CH:23]=[CH:22][N:21]=2)[CH2:16]1)=[O:14]. The yield is 0.920.